From a dataset of Catalyst prediction with 721,799 reactions and 888 catalyst types from USPTO. Predict which catalyst facilitates the given reaction. (1) Reactant: [CH3:1][N:2]1[CH2:6][CH2:5][CH2:4][C@:3]1([C:8]1[N:12]2[CH:13]=[C:14](F)[CH:15]=[CH:16][C:11]2=[N:10][N:9]=1)[CH3:7].[NH2:18][C@@H:19]1[C:28]2[C:23](=[CH:24][CH:25]=[CH:26][CH:27]=2)[C@H:22]([OH:29])[CH2:21][CH2:20]1.[H-].[Na+].N. Product: [CH3:1][N:2]1[CH2:6][CH2:5][CH2:4][C@:3]1([C:8]1[N:12]2[CH:13]=[C:14]([O:29][C@H:22]3[C:23]4[C:28](=[CH:27][CH:26]=[CH:25][CH:24]=4)[C@@H:19]([NH2:18])[CH2:20][CH2:21]3)[CH:15]=[CH:16][C:11]2=[N:10][N:9]=1)[CH3:7]. The catalyst class is: 655. (2) Reactant: Cl[C:2]([F:7])([F:6])C([O-])=O.[Na+].[Cl:9][C:10]1[CH:11]=[CH:12][N:13]=[C:14]2[C:19]=1[N:18]=[CH:17][C:16]([OH:20])=[CH:15]2.C(=O)([O-])[O-].[Cs+].[Cs+].CN(C=O)C. Product: [Cl:9][C:10]1[CH:11]=[CH:12][N:13]=[C:14]2[C:19]=1[N:18]=[CH:17][C:16]([O:20][CH:2]([F:6])[F:7])=[CH:15]2. The catalyst class is: 138.